From a dataset of Full USPTO retrosynthesis dataset with 1.9M reactions from patents (1976-2016). Predict the reactants needed to synthesize the given product. Given the product [F:2][C@H:3]1[C@@H:8]([O:9][C:10]2[CH:17]=[CH:16][C:15]([C:18]3[N:23]=[C:22]([NH:24][C:25]4[CH:30]=[CH:29][C:28]([S:31]([CH3:34])(=[O:33])=[O:32])=[C:27]([O:35][CH3:36])[CH:26]=4)[N:21]=[CH:20][N:19]=3)=[CH:14][C:11]=2[C:12]#[N:13])[CH2:7][CH2:6][N:5]([C:37](=[O:41])[C@@H:38]([OH:39])[CH3:40])[CH2:4]1, predict the reactants needed to synthesize it. The reactants are: Cl.[F:2][C@H:3]1[C@@H:8]([O:9][C:10]2[CH:17]=[CH:16][C:15]([C:18]3[N:23]=[C:22]([NH:24][C:25]4[CH:30]=[CH:29][C:28]([S:31]([CH3:34])(=[O:33])=[O:32])=[C:27]([O:35][CH3:36])[CH:26]=4)[N:21]=[CH:20][N:19]=3)=[CH:14][C:11]=2[C:12]#[N:13])[CH2:7][CH2:6][NH:5][CH2:4]1.[C:37](O)(=[O:41])[C@H:38]([CH3:40])[OH:39].C(N(CC)C(C)C)(C)C.CN(C(ON1N=NC2C=CC=NC1=2)=[N+](C)C)C.F[P-](F)(F)(F)(F)F.